Dataset: Peptide-MHC class I binding affinity with 185,985 pairs from IEDB/IMGT. Task: Regression. Given a peptide amino acid sequence and an MHC pseudo amino acid sequence, predict their binding affinity value. This is MHC class I binding data. (1) The peptide sequence is ARWLASTPL. The MHC is HLA-B18:01 with pseudo-sequence HLA-B18:01. The binding affinity (normalized) is 0.0847. (2) The peptide sequence is AVPQVLGGL. The MHC is HLA-B46:01 with pseudo-sequence HLA-B46:01. The binding affinity (normalized) is 0.0847. (3) The peptide sequence is WEAWWTEYW. The MHC is HLA-B35:01 with pseudo-sequence HLA-B35:01. The binding affinity (normalized) is 0.